This data is from NCI-60 drug combinations with 297,098 pairs across 59 cell lines. The task is: Regression. Given two drug SMILES strings and cell line genomic features, predict the synergy score measuring deviation from expected non-interaction effect. (1) Drug 1: CNC(=O)C1=CC=CC=C1SC2=CC3=C(C=C2)C(=NN3)C=CC4=CC=CC=N4. Drug 2: C1CCC(C(C1)N)N.C(=O)(C(=O)[O-])[O-].[Pt+4]. Cell line: 786-0. Synergy scores: CSS=31.0, Synergy_ZIP=-6.93, Synergy_Bliss=5.90, Synergy_Loewe=-5.11, Synergy_HSA=5.63. (2) Drug 1: C1=NC2=C(N=C(N=C2N1C3C(C(C(O3)CO)O)O)F)N. Drug 2: C1=CN(C=N1)CC(O)(P(=O)(O)O)P(=O)(O)O. Cell line: MOLT-4. Synergy scores: CSS=51.2, Synergy_ZIP=2.31, Synergy_Bliss=0.295, Synergy_Loewe=-3.43, Synergy_HSA=-3.42.